This data is from Forward reaction prediction with 1.9M reactions from USPTO patents (1976-2016). The task is: Predict the product of the given reaction. Given the reactants Cl[C:2]1[CH:37]=[CH:36][CH:35]=[CH:34][C:3]=1[CH2:4][CH2:5][N:6]([C:11]1[N:16]=[C:15]2[O:17][C:18]([C:24]3[CH:29]=[CH:28][C:27]([CH3:30])=[CH:26][CH:25]=3)=[C:19]([C:20]([NH:22][CH3:23])=[O:21])[C:14]2=[CH:13][C:12]=1[CH:31]1[CH2:33][CH2:32]1)[S:7]([CH3:10])(=[O:9])=[O:8].[O-]P([O-])([O-])=O.[K+].[K+].[K+].[CH2:46]1COC[CH2:47]1.O, predict the reaction product. The product is: [CH:31]1([C:12]2[CH:13]=[C:14]3[C:19]([C:20]([NH:22][CH3:23])=[O:21])=[C:18]([C:24]4[CH:29]=[CH:28][C:27]([CH3:30])=[CH:26][CH:25]=4)[O:17][C:15]3=[N:16][C:11]=2[N:6]([CH2:5][CH2:4][C:3]2[CH:34]=[CH:35][CH:36]=[CH:37][C:2]=2[CH:46]=[CH2:47])[S:7]([CH3:10])(=[O:8])=[O:9])[CH2:32][CH2:33]1.